This data is from Catalyst prediction with 721,799 reactions and 888 catalyst types from USPTO. The task is: Predict which catalyst facilitates the given reaction. (1) Reactant: Br[C:2]1[C:18]([O:19][CH2:20][C@@H:21]([NH:26]C(=O)OC(C)(C)C)[CH2:22][CH:23]([CH3:25])[CH3:24])=[CH:17][C:5]2[N:6]([CH3:16])[C:7](=[O:15])[C:8]3[C:13]([C:4]=2[CH:3]=1)=[CH:12][C:11]([CH3:14])=[N:10][CH:9]=3.Cl.O1CCOCC1. Product: [NH2:26][C@@H:21]([CH2:22][CH:23]([CH3:25])[CH3:24])[CH2:20][O:19][C:18]1[CH:2]=[CH:3][C:4]2[C:13]3[C:8](=[CH:9][N:10]=[C:11]([CH3:14])[CH:12]=3)[C:7](=[O:15])[N:6]([CH3:16])[C:5]=2[CH:17]=1. The catalyst class is: 5. (2) Reactant: [NH2:1][CH2:2][CH2:3][CH2:4][N:5]1[CH:10]=[C:9]([F:11])[CH:8]=[C:7]([C@H:12]2[CH2:16][CH2:15][CH2:14][N:13]2[C:17]2[CH:22]=[CH:21][N:20]3[N:23]=[CH:24][C:25]([C:26](O)=[O:27])=[C:19]3[N:18]=2)[C:6]1=[O:29].CN(C=O)C.C(Cl)Cl.CCN=C=NCCCN(C)C.C1C=CC2N(O)N=NC=2C=1. Product: [F:11][C:9]1[CH:8]=[C:7]2[C:6](=[O:29])[N:5]([CH:10]=1)[CH2:4][CH2:3][CH2:2][NH:1][C:26](=[O:27])[C:25]1=[C:19]3[N:18]=[C:17]([CH:22]=[CH:21][N:20]3[N:23]=[CH:24]1)[N:13]1[C@@H:12]2[CH2:16][CH2:15][CH2:14]1. The catalyst class is: 25. (3) Reactant: [OH:1][C:2]([C:5]1[CH:6]=[CH:7][C:8]([NH:11][NH:12][C:13](=[S:24])NC2C=CC([N+]([O-])=O)=CC=2)=[N:9][CH:10]=1)([CH3:4])[CH3:3]. Product: [SH:24][C:13]1[N:9]2[CH:10]=[C:5]([C:2]([OH:1])([CH3:3])[CH3:4])[CH:6]=[CH:7][C:8]2=[N:11][N:12]=1. The catalyst class is: 57. (4) Reactant: [Cl:1][C:2]1[C:3]([O:12][C:13]2[CH:14]=[C:15]([CH2:21][OH:22])[CH:16]=[C:17]([CH2:19][OH:20])[CH:18]=2)=[N:4][CH:5]=[C:6]([C:8]([F:11])([F:10])[F:9])[CH:7]=1.C(N(CC)CC)C.[C:30]([Si:34](Cl)([C:41]1[CH:46]=[CH:45][CH:44]=[CH:43][CH:42]=1)[C:35]1[CH:40]=[CH:39][CH:38]=[CH:37][CH:36]=1)([CH3:33])([CH3:32])[CH3:31].C(=O)([O-])O.[Na+]. Product: [Si:34]([O:20][CH2:19][C:17]1[CH:16]=[C:15]([CH2:21][OH:22])[CH:14]=[C:13]([O:12][C:3]2[C:2]([Cl:1])=[CH:7][C:6]([C:8]([F:11])([F:9])[F:10])=[CH:5][N:4]=2)[CH:18]=1)([C:30]([CH3:33])([CH3:32])[CH3:31])([C:41]1[CH:42]=[CH:43][CH:44]=[CH:45][CH:46]=1)[C:35]1[CH:40]=[CH:39][CH:38]=[CH:37][CH:36]=1. The catalyst class is: 119. (5) Product: [C:30]([O:29][C:27]([N:26]([C:23]1[C:22]([O:41][CH3:42])=[N:21][C:20]([B:10]2[O:11][C:12]([CH3:17])([CH3:18])[C:13]([CH3:15])([CH3:16])[O:14]2)=[CH:25][N:24]=1)[C:34]([O:36][C:37]([CH3:40])([CH3:39])[CH3:38])=[O:35])=[O:28])([CH3:31])([CH3:32])[CH3:33]. The catalyst class is: 11. Reactant: [B:10]1([B:10]2[O:14][C:13]([CH3:16])([CH3:15])[C:12]([CH3:18])([CH3:17])[O:11]2)[O:14][C:13]([CH3:16])([CH3:15])[C:12]([CH3:18])([CH3:17])[O:11]1.Br[C:20]1[N:21]=[C:22]([O:41][CH3:42])[C:23]([N:26]([C:34]([O:36][C:37]([CH3:40])([CH3:39])[CH3:38])=[O:35])[C:27]([O:29][C:30]([CH3:33])([CH3:32])[CH3:31])=[O:28])=[N:24][CH:25]=1.C([O-])(=O)C.[K+]. (6) Reactant: [CH2:1]([O:3][C:4](=[O:12])[C:5]1[CH:10]=[CH:9][C:8]([NH2:11])=[CH:7][CH:6]=1)[CH3:2].[Br:13][C:14]1[CH:15]=[C:16]([CH:20]=O)[CH:17]=[N:18][CH:19]=1.O.[O-]S(C(F)(F)F)(=O)=O.[Yb+3].[O-]S(C(F)(F)F)(=O)=O.[O-]S(C(F)(F)F)(=O)=O.[CH2:48]=[C:49]([CH3:51])[CH3:50]. Product: [CH2:1]([O:3][C:4]([C:5]1[CH:10]=[C:9]2[C:8](=[CH:7][CH:6]=1)[NH:11][CH:20]([C:16]1[CH:17]=[N:18][CH:19]=[C:14]([Br:13])[CH:15]=1)[CH2:48][C:49]2([CH3:51])[CH3:50])=[O:12])[CH3:2]. The catalyst class is: 10.